From a dataset of Reaction yield outcomes from USPTO patents with 853,638 reactions. Predict the reaction yield, written as a fraction of the theoretical maximum amount of product (1.0 means a 100% yield; for example, 0.34 means a 34% yield). The reactants are C(=O)([O-])[O-].[K+].[K+].Cl[C:8]1[O:9][C:10]([N:15]2[CH2:20][CH2:19][O:18][CH2:17][CH2:16]2)=[CH:11][C:12](=[O:14])[CH:13]=1.[C:21]([O:25][C:26]([N:28]1[C:41]2[CH:40]=[CH:39][CH:38]=[C:37](B3OC(C)(C)C(C)(C)O3)[C:36]=2[S:35][C:34]2[C:29]1=[CH:30][CH:31]=[CH:32][CH:33]=2)=[O:27])([CH3:24])([CH3:23])[CH3:22]. The catalyst is O1CCOCC1. The product is [C:21]([O:25][C:26]([N:28]1[C:29]2[CH:30]=[CH:31][CH:32]=[C:33]([C:8]3[O:9][C:10]([N:15]4[CH2:20][CH2:19][O:18][CH2:17][CH2:16]4)=[CH:11][C:12](=[O:14])[CH:13]=3)[C:34]=2[S:35][C:36]2[C:41]1=[CH:40][CH:39]=[CH:38][CH:37]=2)=[O:27])([CH3:24])([CH3:22])[CH3:23]. The yield is 1.00.